This data is from Full USPTO retrosynthesis dataset with 1.9M reactions from patents (1976-2016). The task is: Predict the reactants needed to synthesize the given product. (1) Given the product [ClH:32].[Cl:32][C:30]1[CH:31]=[C:26]([NH:25][C:6]2[CH:5]=[CH:4][C:3]([C:1]#[N:2])=[CH:8][C:7]=2[S:9]([N:12]2[CH2:13][CH2:14][NH:15][CH2:16][CH2:17]2)(=[O:11])=[O:10])[CH:27]=[C:28]([Cl:33])[CH:29]=1, predict the reactants needed to synthesize it. The reactants are: [C:1]([C:3]1[CH:4]=[CH:5][C:6]([NH:25][C:26]2[CH:31]=[C:30]([Cl:32])[CH:29]=[C:28]([Cl:33])[CH:27]=2)=[C:7]([S:9]([N:12]2[CH2:17][CH2:16][N:15](C(OC(C)(C)C)=O)[CH2:14][CH2:13]2)(=[O:11])=[O:10])[CH:8]=1)#[N:2].Cl. (2) Given the product [N:25]1[CH:30]=[CH:29][CH:28]=[CH:27][C:26]=1[C:31]1[N:32]([C:2]2[CH:7]=[CH:6][C:5]([C:8]3[N:9]([C:19]4[CH:20]=[N:21][CH:22]=[CH:23][CH:24]=4)[CH:10]=[C:11]([C:13]4[CH:18]=[CH:17][CH:16]=[CH:15][N:14]=4)[N:12]=3)=[CH:4][CH:3]=2)[C:33]2[CH:39]=[CH:38][CH:37]=[CH:36][C:34]=2[N:35]=1, predict the reactants needed to synthesize it. The reactants are: I[C:2]1[CH:7]=[CH:6][C:5]([C:8]2[N:9]([C:19]3[CH:20]=[N:21][CH:22]=[CH:23][CH:24]=3)[CH:10]=[C:11]([C:13]3[CH:18]=[CH:17][CH:16]=[CH:15][N:14]=3)[N:12]=2)=[CH:4][CH:3]=1.[N:25]1[CH:30]=[CH:29][CH:28]=[CH:27][C:26]=1[C:31]1[NH:32][C:33]2[CH:39]=[CH:38][CH:37]=[CH:36][C:34]=2[N:35]=1.C([O-])([O-])=O.[Cs+].[Cs+].CN(C)[C@@H]1CCCC[C@H]1N. (3) Given the product [Cl:23][C:17]1[CH:18]=[CH:19][C:20]2[C:21](=[O:22])[C:12]3[C:10](=[O:11])[N:9]([CH2:31][C:32]4[S:36][C:35]5[CH:37]=[CH:38][CH:39]=[CH:40][C:34]=5[CH:33]=4)[N:26]=[C:24]([OH:25])[C:13]=3[NH:14][C:15]=2[CH:16]=1, predict the reactants needed to synthesize it. The reactants are: C(OC(N[N:9]([CH2:31][C:32]1[S:36][C:35]2[CH:37]=[CH:38][CH:39]=[CH:40][C:34]=2[CH:33]=1)[C:10]([C:12]1[C:21](=[O:22])[C:20]2[C:15](=[CH:16][C:17]([Cl:23])=[CH:18][CH:19]=2)[NH:14][C:13]=1[C:24]([N:26]1CCCC1)=[O:25])=[O:11])=O)(C)(C)C.CS(O)(=O)=O. (4) Given the product [C:26]1([CH:25]([C:32]2[CH:37]=[CH:36][CH:35]=[CH:34][CH:33]=2)[C:24]([NH:23][CH2:22][CH2:21][CH2:20][N:15]2[CH2:16][CH2:17][CH:12]([C:9]3[CH:10]=[CH:11][C:6]([NH:5][C:3](=[O:4])[CH:2]([CH3:18])[CH3:1])=[CH:7][CH:8]=3)[CH2:13][CH2:14]2)=[O:38])[CH:27]=[CH:28][CH:29]=[CH:30][CH:31]=1, predict the reactants needed to synthesize it. The reactants are: [CH3:1][CH:2]([CH3:18])[C:3]([NH:5][C:6]1[CH:11]=[CH:10][C:9]([CH:12]2[CH2:17][CH2:16][NH:15][CH2:14][CH2:13]2)=[CH:8][CH:7]=1)=[O:4].Br[CH2:20][CH2:21][CH2:22][NH:23][C:24](=[O:38])[CH:25]([C:32]1[CH:37]=[CH:36][CH:35]=[CH:34][CH:33]=1)[C:26]1[CH:31]=[CH:30][CH:29]=[CH:28][CH:27]=1.C([O-])([O-])=O.[K+].[K+].[Na+].[I-]. (5) Given the product [I:1][C:9]1[C:8]([NH2:11])=[CH:7][CH:6]=[C:5]([C:4]([F:3])([F:12])[F:13])[N:10]=1, predict the reactants needed to synthesize it. The reactants are: [I:1]I.[F:3][C:4]([F:13])([F:12])[C:5]1[N:10]=[CH:9][C:8]([NH2:11])=[CH:7][CH:6]=1.